This data is from Forward reaction prediction with 1.9M reactions from USPTO patents (1976-2016). The task is: Predict the product of the given reaction. (1) Given the reactants CC(OC([NH:8][C@@H:9]([CH2:27][CH3:28])[C:10]([NH:12][C@@H:13]([CH2:19][CH2:20][C:21]1[CH:26]=[CH:25][CH:24]=[CH:23][CH:22]=1)/[CH:14]=[CH:15]/[C:16]([OH:18])=O)=[O:11])=O)(C)C.CN(C(ON1N=NC2C=CC=NC1=2)=[N+](C)C)C.F[P-](F)(F)(F)(F)F.CCN(C(C)C)C(C)C.[C@@H:62]12[NH:72][C@@H:69]([CH2:70][CH2:71]1)[C:68]1[C:63]2=[CH:64][CH:65]=[CH:66][CH:67]=1.[C:73]([OH:79])([C:75]([F:78])([F:77])[F:76])=[O:74], predict the reaction product. The product is: [F:76][C:75]([F:78])([F:77])[C:73]([OH:79])=[O:74].[NH2:8][C@@H:9]([CH2:27][CH3:28])[C:10]([NH:12][C@@H:13]([CH2:19][CH2:20][C:21]1[CH:22]=[CH:23][CH:24]=[CH:25][CH:26]=1)/[CH:14]=[CH:15]/[C:16]([N:72]1[C@H:62]2[CH2:71][CH2:70][C@@H:69]1[C:68]1[C:63]2=[CH:64][CH:65]=[CH:66][CH:67]=1)=[O:18])=[O:11]. (2) Given the reactants [CH3:1][O:2][C:3]1[CH:8]=[CH:7][C:6]([C:9]2[N:10]=[C:11]([C:17]3[CH:22]=[CH:21][N:20]=[CH:19][CH:18]=3)[NH:12][C:13]=2[C:14](O)=[O:15])=[CH:5][CH:4]=1.O.OC1C2N=N[NH:30]C=2C=CC=1.N.O1CCOCC1.CN(C)CCCN=C=NCC, predict the reaction product. The product is: [CH3:1][O:2][C:3]1[CH:8]=[CH:7][C:6]([C:9]2[N:10]=[C:11]([C:17]3[CH:22]=[CH:21][N:20]=[CH:19][CH:18]=3)[NH:12][C:13]=2[C:14]([NH2:30])=[O:15])=[CH:5][CH:4]=1. (3) Given the reactants [C:1]1([S:7]([N:10]2[C:18]3[C:13](=[C:14]4[CH2:23][N:22](C(OC(C)(C)C)=O)[CH2:21][CH2:20][O:19][C:15]4=[CH:16][CH:17]=3)[CH:12]=[CH:11]2)(=[O:9])=[O:8])[CH:6]=[CH:5][CH:4]=[CH:3][CH:2]=1.[Cl:31]N1C(=O)CCC1=O.[C:39]([OH:45])([C:41]([F:44])([F:43])[F:42])=[O:40], predict the reaction product. The product is: [F:42][C:41]([F:44])([F:43])[C:39]([OH:45])=[O:40].[Cl:31][C:12]1[C:13]2[C:18](=[CH:17][CH:16]=[C:15]3[O:19][CH2:20][CH2:21][NH:22][CH2:23][C:14]3=2)[N:10]([S:7]([C:1]2[CH:6]=[CH:5][CH:4]=[CH:3][CH:2]=2)(=[O:9])=[O:8])[CH:11]=1.